From a dataset of Full USPTO retrosynthesis dataset with 1.9M reactions from patents (1976-2016). Predict the reactants needed to synthesize the given product. (1) Given the product [CH2:6]([N:13]1[CH:17]=[CH:16][N:15]=[C:14]1[C:18]([C:19]1[CH:24]=[CH:23][CH:22]=[CH:21][CH:20]=1)([C:26]1[CH:31]=[CH:30][CH:29]=[CH:28][CH:27]=1)[OH:25])[C:7]1[CH:8]=[CH:9][CH:10]=[CH:11][CH:12]=1, predict the reactants needed to synthesize it. The reactants are: C([Li])CCC.[CH2:6]([N:13]1[CH:17]=[CH:16][N:15]=[CH:14]1)[C:7]1[CH:12]=[CH:11][CH:10]=[CH:9][CH:8]=1.[C:18]([C:26]1[CH:31]=[CH:30][CH:29]=[CH:28][CH:27]=1)(=[O:25])[C:19]1[CH:24]=[CH:23][CH:22]=[CH:21][CH:20]=1. (2) Given the product [Cl:1][C:2]1[C:3]([F:12])=[CH:4][C:5]([F:11])=[C:6]([CH:10]=1)[C:7]([O:9][C:25]1[CH:24]=[CH:23][C:22]([CH3:27])=[CH:21][CH:20]=1)=[O:8], predict the reactants needed to synthesize it. The reactants are: [Cl:1][C:2]1[C:3]([F:12])=[CH:4][C:5]([F:11])=[C:6]([CH:10]=1)[C:7]([OH:9])=[O:8].C(N(CC)CC)C.[CH:20]1[C:25](O)=[CH:24][CH:23]=[C:22]([CH3:27])[CH:21]=1. (3) Given the product [CH2:1]([C:8]1[O:12][C:11]([C:13]2[CH:18]=[C:17]([F:19])[CH:16]=[CH:15][C:14]=2[F:20])=[N:10][C:9]=1[CH:21]([NH:22][S:23]([C:25]([CH3:28])([CH3:27])[CH3:26])=[O:24])[C:30]([CH3:33])([CH3:32])[CH3:31])[C:2]1[CH:3]=[CH:4][CH:5]=[CH:6][CH:7]=1, predict the reactants needed to synthesize it. The reactants are: [CH2:1]([C:8]1[O:12][C:11]([C:13]2[CH:18]=[C:17]([F:19])[CH:16]=[CH:15][C:14]=2[F:20])=[N:10][C:9]=1[CH:21]=[N:22][S:23]([C:25]([CH3:28])([CH3:27])[CH3:26])=[O:24])[C:2]1[CH:7]=[CH:6][CH:5]=[CH:4][CH:3]=1.[Li][C:30]([CH3:33])([CH3:32])[CH3:31]. (4) Given the product [CH3:23][C:2]([CH3:1])([O:4][C:5]([NH:7][C@H:8]([CH2:13][C:14]1[CH:19]=[C:18]([F:20])[C:17]([F:21])=[CH:16][C:15]=1[F:22])[CH2:9][C:10]([N:34]1[CH2:35][CH2:36][C:30]2[CH:29]=[N:28][C:27]([C:26]([F:38])([F:25])[F:37])=[N:32][C:31]=2[CH2:33]1)=[O:12])=[O:6])[CH3:3], predict the reactants needed to synthesize it. The reactants are: [CH3:1][C:2]([CH3:23])([O:4][C:5]([NH:7][C@H:8]([CH2:13][C:14]1[CH:19]=[C:18]([F:20])[C:17]([F:21])=[CH:16][C:15]=1[F:22])[CH2:9][C:10]([OH:12])=O)=[O:6])[CH3:3].Cl.[F:25][C:26]([F:38])([F:37])[C:27]1[N:28]=[CH:29][C:30]2[CH2:36][CH2:35][NH:34][CH2:33][C:31]=2[N:32]=1.C(Cl)CCl.CN1CCOCC1. (5) Given the product [CH2:21]([N:28]1[C:13](=[O:15])[CH:12]=[C:11]([CH2:10][N:9]([C:4]2[CH:5]=[C:6]([Cl:8])[CH:7]=[C:2]([Cl:1])[CH:3]=2)[CH3:19])[NH:29]1)[C:22]1[CH:27]=[CH:26][CH:25]=[CH:24][CH:23]=1, predict the reactants needed to synthesize it. The reactants are: [Cl:1][C:2]1[CH:3]=[C:4]([N:9]([CH3:19])[CH2:10][C:11](=O)[CH2:12][C:13]([O:15]CC)=O)[CH:5]=[C:6]([Cl:8])[CH:7]=1.[Cl-].[CH2:21]([NH:28][NH2:29])[C:22]1[CH:27]=[CH:26][CH:25]=[CH:24][CH:23]=1.C(N(CC)CC)C.